Dataset: Forward reaction prediction with 1.9M reactions from USPTO patents (1976-2016). Task: Predict the product of the given reaction. (1) Given the reactants [F:1][C:2]1[CH:3]=[C:4]([CH:32]([OH:34])[CH3:33])[CH:5]=[CH:6][C:7]=1[N:8]1[CH2:13][CH2:12][N:11]([C:14]([C:16]2[CH:21]=[C:20]([S:22]([CH3:25])(=[O:24])=[O:23])[CH:19]=[CH:18][C:17]=2[N:26]2[CH2:31][CH2:30][CH2:29][CH2:28][CH2:27]2)=[O:15])[CH2:10][CH2:9]1.[H-].[Na+].[CH3:37]I, predict the reaction product. The product is: [F:1][C:2]1[CH:3]=[C:4]([CH:32]([O:34][CH3:37])[CH3:33])[CH:5]=[CH:6][C:7]=1[N:8]1[CH2:13][CH2:12][N:11]([C:14]([C:16]2[CH:21]=[C:20]([S:22]([CH3:25])(=[O:23])=[O:24])[CH:19]=[CH:18][C:17]=2[N:26]2[CH2:31][CH2:30][CH2:29][CH2:28][CH2:27]2)=[O:15])[CH2:10][CH2:9]1. (2) Given the reactants [F:1][CH:2]([F:40])[C:3]1[N:7]([C:8]2[N:13]=[C:12]([N:14]3[CH2:19][CH2:18][O:17][CH2:16][CH2:15]3)[N:11]=[C:10]([CH:20]3[CH2:25][CH2:24][N:23]([S:26]([CH2:29][CH2:30][N:31]([CH3:33])[CH3:32])(=[O:28])=[O:27])[CH2:22][CH2:21]3)[N:9]=2)[C:6]2[CH:34]=[CH:35][CH:36]=[C:37]([O:38][CH3:39])[C:5]=2[N:4]=1.[ClH:41], predict the reaction product. The product is: [ClH:41].[F:40][CH:2]([F:1])[C:3]1[N:7]([C:8]2[N:13]=[C:12]([N:14]3[CH2:19][CH2:18][O:17][CH2:16][CH2:15]3)[N:11]=[C:10]([CH:20]3[CH2:21][CH2:22][N:23]([S:26]([CH2:29][CH2:30][N:31]([CH3:33])[CH3:32])(=[O:28])=[O:27])[CH2:24][CH2:25]3)[N:9]=2)[C:6]2[CH:34]=[CH:35][CH:36]=[C:37]([O:38][CH3:39])[C:5]=2[N:4]=1. (3) Given the reactants [CH2:1]([C:5]1[NH:10][C:9](=[O:11])[CH:8]=[C:7]([CH2:12][CH3:13])[N:6]=1)[CH2:2][CH2:3][CH3:4].Br[CH2:15][C:16]1[CH:21]=[CH:20][C:19]([C:22]2[C:23]([C:28]#[N:29])=[CH:24][CH:25]=[CH:26][CH:27]=2)=[CH:18][CH:17]=1.C(=O)([O-])[O-].[K+].[K+], predict the reaction product. The product is: [CH2:1]([C:5]1[N:10]([CH2:15][C:16]2[CH:17]=[CH:18][C:19]([C:22]3[C:23]([C:28]#[N:29])=[CH:24][CH:25]=[CH:26][CH:27]=3)=[CH:20][CH:21]=2)[C:9](=[O:11])[CH:8]=[C:7]([CH2:12][CH3:13])[N:6]=1)[CH2:2][CH2:3][CH3:4]. (4) Given the reactants Br[C:2]1[CH:3]=[N:4][CH:5]=[CH:6][C:7]=1[NH:8][C:9](=[O:12])OC.O[C@H]1C[NH:17][C@H:16]([C:19](O)=O)[CH2:15]1.[O-]P([O-])([O-])=O.[K+].[K+].[K+].C(N)(C)C, predict the reaction product. The product is: [CH:16]([N:17]1[C:2]2[CH:3]=[N:4][CH:5]=[CH:6][C:7]=2[NH:8][C:9]1=[O:12])([CH3:19])[CH3:15]. (5) Given the reactants CC(C)=O.[CH3:5][O:6][C:7]1[CH:8]=[CH:9][CH:10]=[CH:11][C:12]=1[O:13][CH2:14][CH2:15][NH:16][CH2:17][CH:18]([OH:34])[CH2:19][O:20][C:21]1[CH:22]=[CH:23][CH:24]=[C:25]2[NH:33][C:32]3[CH:31]=[CH:30][CH:29]=[CH:28][C:27]=3[C:26]=12.O.[C:36]([OH:46])(=[O:45])[CH:37]([C:39]1[CH:44]=[CH:43][CH:42]=[CH:41][CH:40]=1)[OH:38], predict the reaction product. The product is: [CH3:5][O:6][C:7]1[CH:8]=[CH:9][CH:10]=[CH:11][C:12]=1[O:13][CH2:14][CH2:15][NH:16][CH2:17][CH:18]([OH:34])[CH2:19][O:20][C:21]1[CH:22]=[CH:23][CH:24]=[C:25]2[NH:33][C:32]3[CH:31]=[CH:30][CH:29]=[CH:28][C:27]=3[C:26]=12.[C:36]([O-:46])(=[O:45])[CH:37]([C:39]1[CH:44]=[CH:43][CH:42]=[CH:41][CH:40]=1)[OH:38]. (6) Given the reactants [C:1]([C:4]1[CH:5]=[C:6]([N:10]2[CH2:15][CH2:14][N:13](C(OC(C)(C)C)=O)[CH2:12][CH:11]2[C:23](=[O:38])[NH:24][C:25]2[CH:30]=[CH:29][C:28]([N:31]3[CH2:36][CH2:35][CH2:34][CH2:33][C:32]3=[O:37])=[CH:27][CH:26]=2)[CH:7]=[CH:8][CH:9]=1)(=[O:3])[NH2:2].[ClH:39], predict the reaction product. The product is: [ClH:39].[O:37]=[C:32]1[CH2:33][CH2:34][CH2:35][CH2:36][N:31]1[C:28]1[CH:29]=[CH:30][C:25]([NH:24][C:23]([CH:11]2[CH2:12][NH:13][CH2:14][CH2:15][N:10]2[C:6]2[CH:7]=[CH:8][CH:9]=[C:4]([C:1](=[O:3])[NH2:2])[CH:5]=2)=[O:38])=[CH:26][CH:27]=1. (7) Given the reactants [N:1]1[CH:6]=[CH:5][C:4]([O:7][C@H:8]2[CH2:13][CH2:12][C@H:11]([NH:14]C(=O)OC(C)(C)C)[CH2:10][CH2:9]2)=[CH:3][CH:2]=1.C(Cl)[Cl:23].[ClH:25], predict the reaction product. The product is: [ClH:23].[ClH:25].[N:1]1[CH:6]=[CH:5][C:4]([O:7][C@H:8]2[CH2:9][CH2:10][C@H:11]([NH2:14])[CH2:12][CH2:13]2)=[CH:3][CH:2]=1. (8) Given the reactants C(OC([N:8]1[CH2:13][CH2:12][CH2:11][C@@H:10]([C:14](=[O:43])[NH:15][C@H:16]([C:32]([C:34]2[S:35][C:36]3[CH:42]=[CH:41][CH:40]=[CH:39][C:37]=3[N:38]=2)=[O:33])[CH2:17][CH2:18][CH2:19][CH2:20][NH:21][C:22]([O:24][CH2:25][C:26]2[CH:31]=[CH:30][CH:29]=[CH:28][CH:27]=2)=[O:23])[CH2:9]1)=O)(C)(C)C.[ClH:44].CC(=O)OCC, predict the reaction product. The product is: [ClH:44].[CH2:25]([O:24][C:22](=[O:23])[NH:21][CH2:20][CH2:19][CH2:18][CH2:17][C@H:16]([NH:15][C:14]([C@@H:10]1[CH2:11][CH2:12][CH2:13][NH:8][CH2:9]1)=[O:43])[C:32]([C:34]1[S:35][C:36]2[CH:42]=[CH:41][CH:40]=[CH:39][C:37]=2[N:38]=1)=[O:33])[C:26]1[CH:27]=[CH:28][CH:29]=[CH:30][CH:31]=1. (9) The product is: [O:14]1[CH2:15][CH2:16][CH2:17][CH2:18][CH:13]1[N:7]1[CH:6]=[C:5]2[C:9]([CH:10]=[CH:11][CH:12]=[C:4]2[NH2:1])=[N:8]1. Given the reactants [N+:1]([C:4]1[C:5]2[C:9]([CH:10]=[CH:11][CH:12]=1)=[N:8][N:7]([CH:13]1[CH2:18][CH2:17][CH2:16][CH2:15][O:14]1)[CH:6]=2)([O-])=O, predict the reaction product.